From a dataset of Full USPTO retrosynthesis dataset with 1.9M reactions from patents (1976-2016). Predict the reactants needed to synthesize the given product. (1) Given the product [F:26][CH:27]1[CH2:31][CH2:30][N:29]([C:2]2[N:7]3[N:8]=[C:9]([CH3:11])[CH:10]=[C:6]3[N:5]=[C:4]([NH:12][C:13](=[O:24])[C:14]3[CH:19]=[CH:18][C:17]([C:20]([OH:23])([CH3:22])[CH3:21])=[CH:16][CH:15]=3)[CH:3]=2)[CH2:28]1, predict the reactants needed to synthesize it. The reactants are: Cl[C:2]1[N:7]2[N:8]=[C:9]([CH3:11])[CH:10]=[C:6]2[N:5]=[C:4]([NH:12][C:13](=[O:24])[C:14]2[CH:19]=[CH:18][C:17]([C:20]([OH:23])([CH3:22])[CH3:21])=[CH:16][CH:15]=2)[CH:3]=1.Cl.[F:26][CH:27]1[CH2:31][CH2:30][NH:29][CH2:28]1.C(N(CC)C(C)C)(C)C. (2) Given the product [C:24]([NH:23][CH2:22][C@@H:20]1[O:19][C:18](=[O:27])[N:17]([C:4]2[CH:5]=[CH:6][C:7]([O:8][CH2:9][C:10]3([OH:16])[CH2:15][CH2:14][N:13]([C:48]4[C:49]([O:51][CH3:52])=[C:50]5[C:45]([C:44](=[O:55])[C:43]([C:56]([OH:58])=[O:57])=[CH:42][N:41]5[CH:38]5[CH2:40][CH2:39]5)=[CH:46][C:47]=4[F:54])[CH2:12][CH2:11]3)=[C:2]([F:1])[CH:3]=2)[CH2:21]1)(=[O:26])[CH3:25], predict the reactants needed to synthesize it. The reactants are: [F:1][C:2]1[CH:3]=[C:4]([N:17]2[CH2:21][C@H:20]([CH2:22][NH:23][C:24](=[O:26])[CH3:25])[O:19][C:18]2=[O:27])[CH:5]=[CH:6][C:7]=1[O:8][CH2:9][C:10]1([OH:16])[CH2:15][CH2:14][NH:13][CH2:12][CH2:11]1.C(OB(O)OC(=O)C)(=O)C.[CH:38]1([N:41]2[C:50]3[C:45](=[CH:46][C:47]([F:54])=[C:48](F)[C:49]=3[O:51][CH3:52])[C:44](=[O:55])[C:43]([C:56]([OH:58])=[O:57])=[CH:42]2)[CH2:40][CH2:39]1.C(N(C(C)C)C(C)C)C. (3) Given the product [CH3:28][C:10]1([CH3:29])[CH2:9][C:8]2[C:13](=[CH:14][CH:15]=[C:6]([C:4]([OH:5])=[O:3])[CH:7]=2)[NH:12][CH:11]1[C:16]1[CH:17]=[N:18][CH:19]=[C:20]([N:22]2[CH2:23][CH2:24][O:25][CH2:26][CH2:27]2)[CH:21]=1, predict the reactants needed to synthesize it. The reactants are: C([O:3][C:4]([C:6]1[CH:7]=[C:8]2[C:13](=[CH:14][CH:15]=1)[NH:12][CH:11]([C:16]1[CH:17]=[N:18][CH:19]=[C:20]([N:22]3[CH2:27][CH2:26][O:25][CH2:24][CH2:23]3)[CH:21]=1)[C:10]([CH3:29])([CH3:28])[CH2:9]2)=[O:5])C.[OH-].[Na+].Cl. (4) Given the product [Br:1][C:2]1[CH:3]=[C:4]2[C:9](=[CH:10][C:11]=1[F:12])[N:8]=[CH:7][C:6]([C:13]([CH:15]1[CH2:17][CH2:16]1)=[O:14])=[C:5]2[NH:19][C@H:20]1[CH2:25][CH2:24][C@H:23]([NH:26][C:27](=[O:33])[O:28][C:29]([CH3:31])([CH3:30])[CH3:32])[CH2:22][CH2:21]1, predict the reactants needed to synthesize it. The reactants are: [Br:1][C:2]1[CH:3]=[C:4]2[C:9](=[CH:10][C:11]=1[F:12])[N:8]=[CH:7][C:6]([C:13]([CH:15]1[CH2:17][CH2:16]1)=[O:14])=[C:5]2Cl.[NH2:19][C@H:20]1[CH2:25][CH2:24][C@H:23]([NH:26][C:27](=[O:33])[O:28][C:29]([CH3:32])([CH3:31])[CH3:30])[CH2:22][CH2:21]1.